Dataset: Full USPTO retrosynthesis dataset with 1.9M reactions from patents (1976-2016). Task: Predict the reactants needed to synthesize the given product. Given the product [F:1][C:2]1[CH:7]=[CH:6][C:5]([C:8]([CH:10]2[CH2:15][CH2:14][N:13]([CH3:16])[CH2:12][CH2:11]2)=[O:9])=[CH:4][CH:3]=1, predict the reactants needed to synthesize it. The reactants are: [F:1][C:2]1[CH:7]=[CH:6][C:5]([C:8]([CH:10]2[CH2:15][CH2:14][NH:13][CH2:12][CH2:11]2)=[O:9])=[CH:4][CH:3]=1.[CH:16](O)=O.C=O.[OH-].[K+].